Dataset: Reaction yield outcomes from USPTO patents with 853,638 reactions. Task: Predict the reaction yield, written as a fraction of the theoretical maximum amount of product (1.0 means a 100% yield; for example, 0.34 means a 34% yield). (1) The reactants are [Cl:1][C:2]1[CH:3]=[C:4]2[C:8](=[CH:9][CH:10]=1)[NH:7][C:6]([CH2:11][OH:12])=[CH:5]2.[CH3:13][S:14]([CH:17]=[CH2:18])(=[O:16])=[O:15]. The catalyst is CN(C=O)C. The product is [Cl:1][C:2]1[CH:3]=[C:4]2[C:8](=[CH:9][CH:10]=1)[N:7]([CH2:18][CH2:17][S:14]([CH3:13])(=[O:16])=[O:15])[C:6]([CH2:11][OH:12])=[CH:5]2. The yield is 0.347. (2) The reactants are [CH:1]1([C:6]2[CH:10]=[C:9]([NH:11][C:12]([NH:14][C:15]3[CH:20]=[C:19]([C:21]4[C:32](=[O:33])[N:31]([CH3:34])[C:24]5[N:25]=[C:26]([NH:29][CH3:30])[N:27]=[CH:28][C:23]=5[CH:22]=4)[C:18]([CH3:35])=[CH:17][C:16]=3[F:36])=[O:13])[N:8]([CH3:37])[N:7]=2)[CH2:5][CH2:4][CH2:3][CH2:2]1.[CH3:38][N:39]([CH3:43])[CH2:40]CN. The catalyst is C1COCC1.CCOC(C)=O. The product is [CH:1]1([C:6]2[CH:10]=[C:9]([NH:11][C:12]([NH:14][C:15]3[CH:20]=[C:19]([C:21]4[C:32](=[O:33])[N:31]([CH3:34])[C:24]5[N:25]=[C:26]([NH:29][CH2:30][CH2:38][N:39]([CH3:43])[CH3:40])[N:27]=[CH:28][C:23]=5[CH:22]=4)[C:18]([CH3:35])=[CH:17][C:16]=3[F:36])=[O:13])[N:8]([CH3:37])[N:7]=2)[CH2:2][CH2:3][CH2:4][CH2:5]1. The yield is 0.390. (3) The product is [CH3:16][C:17]1[N:18]([CH2:2][CH2:3][O:4][C:5]2[CH:6]=[C:7]3[C:12](=[CH:13][CH:14]=2)[C:11](=[O:15])[CH2:10][CH2:9][CH2:8]3)[CH:19]=[CH:20][N:21]=1. The yield is 0.660. No catalyst specified. The reactants are Cl[CH2:2][CH2:3][O:4][C:5]1[CH:6]=[C:7]2[C:12](=[CH:13][CH:14]=1)[C:11](=[O:15])[CH2:10][CH2:9][CH2:8]2.[CH3:16][C:17]1[NH:18][CH:19]=[CH:20][N:21]=1. (4) The reactants are [C:1]1([N:7]2[C:11]([C:12]3[CH:17]=[CH:16][CH:15]=[CH:14][CH:13]=3)=[CH:10][CH:9]=[C:8]2[C:18]2[CH:19]=[C:20]3[C:25](=[CH:26][CH:27]=2)[CH:24]=[C:23]([OH:28])[CH:22]=[CH:21]3)[CH:6]=[CH:5][CH:4]=[CH:3][CH:2]=1.[CH3:29][O:30][C:31](=[O:48])[CH:32](OS(C(F)(F)F)(=O)=O)[CH2:33][C:34]1[CH:39]=[CH:38][CH:37]=[CH:36][CH:35]=1.C(=O)([O-])[O-].[Cs+].[Cs+]. No catalyst specified. The product is [C:1]1([N:7]2[C:11]([C:12]3[CH:13]=[CH:14][CH:15]=[CH:16][CH:17]=3)=[CH:10][CH:9]=[C:8]2[C:18]2[CH:19]=[C:20]3[C:25](=[CH:26][CH:27]=2)[CH:24]=[C:23]([O:28][CH:32]([CH2:33][C:34]2[CH:39]=[CH:38][CH:37]=[CH:36][CH:35]=2)[C:31]([O:30][CH3:29])=[O:48])[CH:22]=[CH:21]3)[CH:2]=[CH:3][CH:4]=[CH:5][CH:6]=1. The yield is 0.890. (5) The reactants are [CH3:1][O:2][C:3]1[CH:4]=[C:5]([N:12]2[CH2:17][CH2:16][C:15](=O)[CH2:14][CH2:13]2)[CH:6]=[CH:7][C:8]=1[N+:9]([O-:11])=[O:10].[C@H:19]12[CH2:25][C@H:22]([NH:23][CH2:24]1)[CH2:21][N:20]2[C:26]([O:28][C:29]([CH3:32])([CH3:31])[CH3:30])=[O:27].CC(O)=O.C(O[BH-](OC(=O)C)OC(=O)C)(=O)C.[Na+].C([O-])(O)=O.[Na+]. The catalyst is C(Cl)Cl. The product is [CH3:1][O:2][C:3]1[CH:4]=[C:5]([N:12]2[CH2:17][CH2:16][CH:15]([N:23]3[CH2:24][C@@H:19]4[CH2:25][C@H:22]3[CH2:21][N:20]4[C:26]([O:28][C:29]([CH3:32])([CH3:31])[CH3:30])=[O:27])[CH2:14][CH2:13]2)[CH:6]=[CH:7][C:8]=1[N+:9]([O-:11])=[O:10]. The yield is 0.960. (6) The reactants are CCN(C(C)C)C(C)C.[C:10]1([N:16]2[CH:20]=[C:19]([C:21]([OH:23])=O)[CH:18]=[N:17]2)[CH:15]=[CH:14][CH:13]=[CH:12][CH:11]=1.C1C=CC2N(O)N=NC=2C=1.CCN=C=NCCCN(C)C.Cl.[NH2:46][CH2:47][C:48]([N:50]1[CH2:55][CH2:54][N:53]([C:56](=[O:68])[C:57]2[CH:62]=[C:61]([F:63])[CH:60]=[CH:59][C:58]=2[C:64]([F:67])([F:66])[F:65])[CH2:52][CH2:51]1)=[O:49]. The catalyst is CN(C=O)C.O. The product is [F:63][C:61]1[CH:60]=[CH:59][C:58]([C:64]([F:66])([F:65])[F:67])=[C:57]([CH:62]=1)[C:56]([N:53]1[CH2:54][CH2:55][N:50]([C:48](=[O:49])[CH2:47][NH:46][C:21]([C:19]2[CH:18]=[N:17][N:16]([C:10]3[CH:11]=[CH:12][CH:13]=[CH:14][CH:15]=3)[CH:20]=2)=[O:23])[CH2:51][CH2:52]1)=[O:68]. The yield is 0.533. (7) The reactants are [H-].[Na+].[Br:3][C:4]1[CH:9]=[CH:8][C:7]([CH:10]([OH:12])[CH3:11])=[CH:6][CH:5]=1.Cl[C:14]1[N:19]=[CH:18][CH:17]=[CH:16][N:15]=1. The catalyst is CN(C)C=O. The product is [Br:3][C:4]1[CH:9]=[CH:8][C:7]([CH:10]([O:12][C:14]2[N:19]=[CH:18][CH:17]=[CH:16][N:15]=2)[CH3:11])=[CH:6][CH:5]=1. The yield is 0.940.